Task: Predict the reaction yield, written as a fraction of the theoretical maximum amount of product (1.0 means a 100% yield; for example, 0.34 means a 34% yield).. Dataset: Reaction yield outcomes from USPTO patents with 853,638 reactions (1) The reactants are [Cl:1][C:2]1[CH:3]=[C:4]([C:8]2[O:12][N:11]=[C:10]([CH:13](O)[CH3:14])[N:9]=2)[CH:5]=[CH:6][CH:7]=1.O=S(Cl)[Cl:18]. The catalyst is CN(C=O)C. The product is [Cl:18][CH:13]([C:10]1[N:9]=[C:8]([C:4]2[CH:5]=[CH:6][CH:7]=[C:2]([Cl:1])[CH:3]=2)[O:12][N:11]=1)[CH3:14]. The yield is 0.930. (2) The reactants are [OH:1][C:2]1[CH:7]=[CH:6][C:5]([CH2:8][C:9]([O:11][CH2:12][CH3:13])=[O:10])=[CH:4][CH:3]=1.[Br:14]Br. The catalyst is C(Cl)(Cl)(Cl)Cl. The product is [Br:14][C:7]1[CH:6]=[C:5]([CH2:8][C:9]([O:11][CH2:12][CH3:13])=[O:10])[CH:4]=[CH:3][C:2]=1[OH:1]. The yield is 0.780. (3) The reactants are [CH:1]([C:3]1[CH:8]=[CH:7][C:6]([N:9]2[CH2:14][CH2:13][CH:12]([NH:15][C:16](=[O:23])[C:17]3[CH:22]=[CH:21][CH:20]=[CH:19][CH:18]=3)[CH2:11][CH2:10]2)=[CH:5][CH:4]=1)=O.OS([O-])=O.[Na+].CC1C=CC(S(O)(=O)=O)=CC=1.[NH2:40][C:41]1[CH:49]=[C:48]([O:50][CH3:51])[CH:47]=[C:46]([O:52][CH3:53])[C:42]=1[C:43]([NH2:45])=[O:44]. The catalyst is CC(N(C)C)=O. The product is [CH3:53][O:52][C:46]1[CH:47]=[C:48]([O:50][CH3:51])[CH:49]=[C:41]2[C:42]=1[C:43](=[O:44])[NH:45][C:1]([C:3]1[CH:4]=[CH:5][C:6]([N:9]3[CH2:10][CH2:11][CH:12]([NH:15][C:16](=[O:23])[C:17]4[CH:18]=[CH:19][CH:20]=[CH:21][CH:22]=4)[CH2:13][CH2:14]3)=[CH:7][CH:8]=1)=[N:40]2. The yield is 0.100. (4) The reactants are [CH2:1]([NH:4][S:5]([C:8]1[CH:13]=[CH:12][CH:11]=[CH:10][C:9]=1[N+:14]([O-:16])=[O:15])(=[O:7])=[O:6])[CH:2]=[CH2:3].[Br:17][CH2:18][CH2:19]Br. The catalyst is CN(C=O)C. The product is [CH2:1]([N:4]([CH2:19][CH2:18][Br:17])[S:5]([C:8]1[CH:13]=[CH:12][CH:11]=[CH:10][C:9]=1[N+:14]([O-:16])=[O:15])(=[O:7])=[O:6])[CH:2]=[CH2:3]. The yield is 0.480. (5) The reactants are [H-].[Na+].[C:3]([O:7][C:8]([N:10]1[CH2:14][C@@H:13]([OH:15])[C@H:12]([N:16]=[N+:17]=[N-:18])[CH2:11]1)=[O:9])([CH3:6])([CH3:5])[CH3:4].Br[CH2:20][C:21]#[C:22][C:23]1[CH:28]=[CH:27][CH:26]=[CH:25][C:24]=1[F:29].[NH4+].[Cl-]. The catalyst is C1COCC1.[I-].C([N+](CCCC)(CCCC)CCCC)CCC. The product is [C:3]([O:7][C:8]([N:10]1[CH2:14][C@@H:13]([O:15][CH2:20][C:21]#[C:22][C:23]2[CH:28]=[CH:27][CH:26]=[CH:25][C:24]=2[F:29])[C@H:12]([N:16]=[N+:17]=[N-:18])[CH2:11]1)=[O:9])([CH3:6])([CH3:4])[CH3:5]. The yield is 0.850. (6) The reactants are C(N(C(C)C)CC)(C)C.[C:10]([C:14]1[CH:19]=[CH:18][C:17]([NH:20][C:21]2[C:22]3[CH2:37][CH2:36][NH:35][CH2:34][C:23]=3[N:24]=[C:25]([CH2:27][N:28]3[CH2:33][CH2:32][O:31][CH2:30][CH2:29]3)[N:26]=2)=[CH:16][CH:15]=1)([CH3:13])([CH3:12])[CH3:11].Cl[C:39]1[C:44]([Cl:45])=[CH:43][CH:42]=[CH:41][N:40]=1. The catalyst is O1CCOCC1.C(N(CC)C(=O)C)C. The product is [C:10]([C:14]1[CH:19]=[CH:18][C:17]([NH:20][C:21]2[C:22]3[CH2:37][CH2:36][N:35]([C:39]4[C:44]([Cl:45])=[CH:43][CH:42]=[CH:41][N:40]=4)[CH2:34][C:23]=3[N:24]=[C:25]([CH2:27][N:28]3[CH2:29][CH2:30][O:31][CH2:32][CH2:33]3)[N:26]=2)=[CH:16][CH:15]=1)([CH3:13])([CH3:11])[CH3:12]. The yield is 0.310.